From a dataset of Experimentally validated miRNA-target interactions with 360,000+ pairs, plus equal number of negative samples. Binary Classification. Given a miRNA mature sequence and a target amino acid sequence, predict their likelihood of interaction. (1) The miRNA is rno-miR-22-5p with sequence AGUUCUUCAGUGGCAAGCUUUA. The protein sequence of the target gene is MSWGTELWDQFDNLEKHTQWGIDILEKYIKFVKERTEIELSYAKQLRNLSKKYQPKKNSKEEEEYKYTACKAFLSTLNEMNDYAGQHEVISENMTSQITVDLMRYVQELKQERKSNFHDGRKAQQHIETCWKQLESSKRRFERDCKEADRAQQYFEKMDADINVTKADVEKARQQAQIRQQMAEDSKADYSLILQRFNQEQWEYYHTHIPNIFQKIQEMEERRIVRIGESMKTYAEVDRQVIPIIGKCLDGIVKAAESIDQKNDSQLVVEAYKSGFEPPGDIEFEDYTQPMKRTVSDNSL.... Result: 0 (no interaction). (2) The miRNA is cel-miR-787-3p with sequence UAAGCUCGUUUUAGUAUCUUUCG. The protein sequence of the target gene is MPAGMTKHGSRSTSSLPPEPMEIVRSKACSRRVRLNVGGLAHEVLWRTLDRLPRTRLGKLRDCNTHDSLLQVCDDYSLEDNEYFFDRHPGAFTSILNFYRTGRLHMMEEMCALSFSQELDYWGIDEIYLESCCQARYHQKKEQMNEELKREAETLREREGEEFDNTCCAEKRKKLWDLLEKPNSSVAAKILAIISIMFIVLSTIALSLNTLPELQSLDEFGQSTDNPQLAHVEAVCIAWFTMEYLLRFLSSPKKWKFFKGPLNAIDLLAILPYYVTIFLTESNKSVLQFQNVRRVVQIFR.... Result: 0 (no interaction). (3) The miRNA is mmu-miR-382-3p with sequence UCAUUCACGGACAACACUUUUU. The protein sequence of the target gene is MDDIADRMRMDAGEVTLVNHNSVFKTHLLPQTGFPEDQLSLSDQQILSSRQGHLDRSFTCSTRSAAYNPSYYSDNPSSDSFLGSGDLRTFGQSANGQWRNSTPSSSSSLQKSRNSRSLYLETRKTSSGLSNSFAGKSNHHCHVSAYEKSFPIKPVPSPSWSGSCRRSLLSPKKTQRRHVSTAEETVQEEEREIYRQLLQMVTGKQFTIAKPTTHFPLHLSRCLSSSKNTLKDSLFKNGNSCASQIIGSDTSSSGSASILTNQEQLSHSVYSLSSYTPDVAFGSKDSGTLHHPHHHHSVPH.... Result: 0 (no interaction). (4) The miRNA is hsa-miR-8059 with sequence GGGGAACUGUAGAUGAAAAGGC. The protein sequence of the target gene is MADHMMAMNHGRFPDGTNGLHHHPAHRMGMGQFPSPHHHQQQQPQHAFNALMGEHIHYGAGNMNATSGIRHAMGPGTVNGGHPPSALAPAARFNNSQFMGPPVASQGGSLPASMQLQKLNNQYFNHHPYPHNHYMPDLHPTAGHQMNGTNQHFRDCNPKHSGGSSTPGGAGGSGTPGGSGGTSGGAGGSSAGGSGGGSTMPASVAHVPAAMLPPNVIDTDFIDEEVLMSLVIEMGLDRIKELPELWLGQNEFDFMTDFVCKQQPSRVSC. Result: 0 (no interaction). (5) The miRNA is mmu-miR-615-5p with sequence GGGGGUCCCCGGUGCUCGGAUC. The protein sequence of the target gene is MEEAALGEAELNWSRLSVSAEALESELEARAEERRGAREALLRLLLPYNRLTSLPRALGGGFPHLQLLDVSGNSLTALGPELLTLSGLRTLLARNNRLGGPGSLPKGLAQSPLCRSLQVLNLSGNCFQELPASLLELRALQTLSLGGNQLQSIPAEIENLRSLECLYLGGNFIKEIPPELANLPSLNYLVLCDNKIQSVPPQLSQLHSLRSLSLHNNLLTYLPREILNLIHLEELSLRGNPLVVRFVRDLTYDPPTLLELAARTIKIRSISYTPYDLPGNLLRYLGSASNCPNPKCGGVY.... Result: 0 (no interaction). (6) The miRNA is hsa-miR-1224-3p with sequence CCCCACCUCCUCUCUCCUCAG. The protein sequence of the target gene is MRLTPRALCSAAQAAWRENFPLCGRDVARWFPGHMAKGLKKMQSSLKLVDCIIEVHDARIPLSGRNPLFQETLGLKPHLLVLNKMDLADLTEQQKIMQHLEGEGLKNVIFTNCVKDENVKQIIPMVTELIGRSHRYHRKENLEYCIMVIGVPNVGKSSLINSLRRQHLRKGKATRVGGEPGITRAVMSKIQVSERPLMFLLDTPGVLAPRIESVETGLKLALCGTVLDHLVGEETMADYLLYTLNKHQRFGYVQHYGLGSACDNVERVLKSVAVKLGKTQKVKVLTGTGNVNIIQPNYPA.... Result: 1 (interaction).